Dataset: Full USPTO retrosynthesis dataset with 1.9M reactions from patents (1976-2016). Task: Predict the reactants needed to synthesize the given product. Given the product [CH3:28][O:29][C:30]1[N:31]=[CH:32][C:33]([C:36]([NH:1][C:2]2[CH:3]=[C:4]3[C@@:13]4([CH2:17][O:16][C:15]([NH:18][C:19](=[O:25])[O:20][C:21]([CH3:22])([CH3:24])[CH3:23])=[N:14]4)[C:10]4([CH2:11][CH2:12]4)[C:9]([CH3:27])([CH3:26])[O:8][C:5]3=[CH:6][CH:7]=2)=[O:37])=[N:34][CH:35]=1, predict the reactants needed to synthesize it. The reactants are: [NH2:1][C:2]1[CH:3]=[C:4]2[C@@:13]3([CH2:17][O:16][C:15]([NH:18][C:19](=[O:25])[O:20][C:21]([CH3:24])([CH3:23])[CH3:22])=[N:14]3)[C:10]3([CH2:12][CH2:11]3)[C:9]([CH3:27])([CH3:26])[O:8][C:5]2=[CH:6][CH:7]=1.[CH3:28][O:29][C:30]1[N:31]=[CH:32][C:33]([C:36](O)=[O:37])=[N:34][CH:35]=1.N1(O)C2C=CC=CC=2N=N1.Cl.CN(C)CCCN=C=NCC.